This data is from Forward reaction prediction with 1.9M reactions from USPTO patents (1976-2016). The task is: Predict the product of the given reaction. (1) Given the reactants C(O)(=O)C.[CH:5]1([O:10][C:11]2[CH:12]=[C:13]([CH:16]=[CH:17][C:18]=2[O:19][CH3:20])[CH:14]=O)[CH2:9][CH2:8][CH2:7][CH2:6]1.[Cl:21][C:22]1[N:27]=[C:26]([NH2:28])[CH:25]=[N:24][CH:23]=1.C(O[BH-](OC(=O)C)OC(=O)C)(=O)C.[Na+], predict the reaction product. The product is: [Cl:21][C:22]1[N:27]=[C:26]([NH:28][CH2:14][C:13]2[CH:16]=[CH:17][C:18]([O:19][CH3:20])=[C:11]([O:10][CH:5]3[CH2:9][CH2:8][CH2:7][CH2:6]3)[CH:12]=2)[CH:25]=[N:24][CH:23]=1. (2) Given the reactants [Cl:1][C:2]1[CH:7]=[CH:6][CH:5]=[CH:4][C:3]=1[C:8]1[C:19](=[O:20])[NH:18][C:11]2[N:12]=[C:13]([S:16][CH3:17])[N:14]=[CH:15][C:10]=2[CH:9]=1.O[CH2:22][CH2:23][C:24]1[CH:29]=[CH:28][C:27]([NH:30][C:31](=[O:37])[O:32][C:33]([CH3:36])([CH3:35])[CH3:34])=[CH:26][CH:25]=1.C1C=CC(P(C2C=CC=CC=2)C2C=CC=CC=2)=CC=1.CC(OC(/N=N/C(OC(C)C)=O)=O)C, predict the reaction product. The product is: [C:33]([O:32][C:31](=[O:37])[NH:30][C:27]1[CH:26]=[CH:25][C:24]([CH2:23][CH2:22][N:18]2[C:11]3[N:12]=[C:13]([S:16][CH3:17])[N:14]=[CH:15][C:10]=3[CH:9]=[C:8]([C:3]3[CH:4]=[CH:5][CH:6]=[CH:7][C:2]=3[Cl:1])[C:19]2=[O:20])=[CH:29][CH:28]=1)([CH3:36])([CH3:35])[CH3:34]. (3) Given the reactants [CH3:1][O:2][C:3](=[O:23])[CH2:4][C:5]1[CH:10]=[C:9](OS(C(F)(F)F)(=O)=O)[CH:8]=[C:7]([O:19][CH2:20][CH2:21][CH3:22])[CH:6]=1.[Na+].[F:25][C:26]1[CH:31]=[CH:30][C:29]([S:32]([O-:34])=[O:33])=[CH:28][CH:27]=1.C1(C)C=CC=CC=1.C(=O)([O-])[O-].[Cs+].[Cs+].CC1(C)C2C(=C(P(C3C=CC=CC=3)C3C=CC=CC=3)C=CC=2)OC2C(P(C3C=CC=CC=3)C3C=CC=CC=3)=CC=CC1=2, predict the reaction product. The product is: [CH3:1][O:2][C:3](=[O:23])[CH2:4][C:5]1[CH:6]=[C:7]([O:19][CH2:20][CH2:21][CH3:22])[CH:8]=[C:9]([S:32]([C:29]2[CH:30]=[CH:31][C:26]([F:25])=[CH:27][CH:28]=2)(=[O:34])=[O:33])[CH:10]=1.